Dataset: Full USPTO retrosynthesis dataset with 1.9M reactions from patents (1976-2016). Task: Predict the reactants needed to synthesize the given product. The reactants are: [OH:1][C:2]1[CH:3]=[C:4]([CH:16]=[CH:17][CH:18]=1)[O:5][C:6]1[CH:7]=[C:8]([C:14]#[N:15])[CH:9]=[C:10]([CH:13]=1)[C:11]#[N:12].C(=O)([O-])[O-].[K+].[K+].Cl[CH2:26][CH:27]=[C:28]([Cl:30])[CH3:29]. Given the product [Cl:30][C:28]([CH3:29])=[CH:27][CH2:26][O:1][C:2]1[CH:3]=[C:4]([CH:16]=[CH:17][CH:18]=1)[O:5][C:6]1[CH:13]=[C:10]([C:11]#[N:12])[CH:9]=[C:8]([CH:7]=1)[C:14]#[N:15], predict the reactants needed to synthesize it.